Binary Classification. Given a drug SMILES string, predict its activity (active/inactive) in a high-throughput screening assay against a specified biological target. From a dataset of M1 muscarinic receptor antagonist screen with 61,756 compounds. (1) The molecule is Clc1ccc(NC(=O)C2CCCN(S(=O)(=O)c3[nH]cnc3)C2)cc1. The result is 0 (inactive). (2) The compound is O(c1c(cc(CN2CCN(CC2)c2ccccc2)c(c1)C)C)C. The result is 0 (inactive). (3) The drug is s1nc(nc1NC(=O)COC)c1ccccc1. The result is 0 (inactive). (4) The molecule is Oc1c(CN2CCCCC2)cc(nc1C(C)(C)C)CN1CCCCC1. The result is 0 (inactive). (5) The molecule is O=C(Nc1nc(NC(=O)NC)ccc1)NC. The result is 0 (inactive).